Dataset: Full USPTO retrosynthesis dataset with 1.9M reactions from patents (1976-2016). Task: Predict the reactants needed to synthesize the given product. The reactants are: C([O:8][C@H:9]([C@H:11]([N:25]1[CH:29]=[C:28]([C:30]([NH2:32])=[O:31])[N:27]=[CH:26]1)[CH2:12][CH2:13][O:14][C:15]1[CH:16]=[C:17]2[C:22](=[CH:23][CH:24]=1)[N:21]=[CH:20][CH:19]=[CH:18]2)[CH3:10])C1C=CC=CC=1. Given the product [OH:8][C@H:9]([C@H:11]([N:25]1[CH:29]=[C:28]([C:30]([NH2:32])=[O:31])[N:27]=[CH:26]1)[CH2:12][CH2:13][O:14][C:15]1[CH:16]=[C:17]2[C:22](=[CH:23][CH:24]=1)[N:21]=[CH:20][CH:19]=[CH:18]2)[CH3:10], predict the reactants needed to synthesize it.